From a dataset of Reaction yield outcomes from USPTO patents with 853,638 reactions. Predict the reaction yield, written as a fraction of the theoretical maximum amount of product (1.0 means a 100% yield; for example, 0.34 means a 34% yield). (1) The reactants are C([O:8][CH2:9][CH2:10][N:11]1[CH2:16][CH2:15][CH:14]([CH2:17][CH2:18][CH2:19][CH2:20][NH2:21])[CH2:13][CH2:12]1)C1C=CC=CC=1. The catalyst is [Pd].CO. The product is [NH2:21][CH2:20][CH2:19][CH2:18][CH2:17][CH:14]1[CH2:15][CH2:16][N:11]([CH2:10][CH2:9][OH:8])[CH2:12][CH2:13]1. The yield is 0.900. (2) The reactants are [CH:1]1([C:7]2[C:15]3[C:10](=[CH:11][C:12]([C:16]([OH:18])=O)=[CH:13][CH:14]=3)[N:9]([CH2:19][C:20]([N:22]([CH3:24])[CH3:23])=[O:21])[C:8]=2[C:25]2[CH:30]=[CH:29][CH:28]=[CH:27][CH:26]=2)[CH2:6][CH2:5][CH2:4][CH2:3][CH2:2]1.[N:31]1C=CC=CC=1.C(OC(OC(C)(C)C)=O)(OC(C)(C)C)=O. The catalyst is CN(C=O)C.Cl.CCOC(C)=O. The product is [CH:1]1([C:7]2[C:15]3[C:10](=[CH:11][C:12]([C:16]([NH2:31])=[O:18])=[CH:13][CH:14]=3)[N:9]([CH2:19][C:20]([N:22]([CH3:24])[CH3:23])=[O:21])[C:8]=2[C:25]2[CH:30]=[CH:29][CH:28]=[CH:27][CH:26]=2)[CH2:2][CH2:3][CH2:4][CH2:5][CH2:6]1. The yield is 0.670. (3) The reactants are [Cl:1][C:2]1[CH:3]=[C:4]([CH:7]=[C:8]([O:11]C)[C:9]=1[OH:10])[CH:5]=[O:6].B(Br)(Br)Br. The catalyst is ClCCl. The product is [Cl:1][C:2]1[CH:3]=[C:4]([CH:7]=[C:8]([OH:11])[C:9]=1[OH:10])[CH:5]=[O:6]. The yield is 0.890. (4) The reactants are [OH:1][CH:2]1[CH2:6][CH2:5][N:4]([C:7]([O:9][C:10]([CH3:13])([CH3:12])[CH3:11])=[O:8])[CH2:3]1.O[N:15]1[C:19](=[O:20])[C:18]2=[CH:21][CH:22]=[CH:23][CH:24]=[C:17]2[C:16]1=[O:25].C1(P(C2C=CC=CC=2)C2C=CC=CC=2)C=CC=CC=1.N(C(OCC)=O)=NC(OCC)=O. The catalyst is C1COCC1. The product is [O:25]=[C:16]1[C:17]2[C:18](=[CH:21][CH:22]=[CH:23][CH:24]=2)[C:19](=[O:20])[N:15]1[O:1][CH:2]1[CH2:6][CH2:5][N:4]([C:7]([O:9][C:10]([CH3:13])([CH3:12])[CH3:11])=[O:8])[CH2:3]1. The yield is 0.520. (5) The reactants are [C:1]([C:5]1[CH:6]=[C:7]2[C:12](=[C:13]([F:15])[CH:14]=1)[C:11](=[O:16])[N:10]([C:17]1[N:24]=[CH:23][CH:22]=[C:21](Cl)[C:18]=1[CH:19]=[O:20])[N:9]=[CH:8]2)([CH3:4])([CH3:3])[CH3:2].[CH3:26][N:27]1[CH:32]=[C:31](B2OC(C)(C)C(C)(C)O2)[CH:30]=[C:29]([NH:42][C:43]2[CH:48]=[CH:47][N:46]=[CH:45][N:44]=2)[C:28]1=[O:49].[O-]P([O-])([O-])=O.[K+].[K+].[K+].C(#N)C. The catalyst is C1C=CC(P(C2C=CC=CC=2)[C-]2C=CC=C2)=CC=1.C1C=CC(P(C2C=CC=CC=2)[C-]2C=CC=C2)=CC=1.Cl[Pd]Cl.[Fe+2].O. The product is [C:1]([C:5]1[CH:6]=[C:7]2[C:12](=[C:13]([F:15])[CH:14]=1)[C:11](=[O:16])[N:10]([C:17]1[N:24]=[CH:23][CH:22]=[C:21]([C:31]3[CH:30]=[C:29]([NH:42][C:43]4[CH:48]=[CH:47][N:46]=[CH:45][N:44]=4)[C:28](=[O:49])[N:27]([CH3:26])[CH:32]=3)[C:18]=1[CH:19]=[O:20])[N:9]=[CH:8]2)([CH3:4])([CH3:3])[CH3:2]. The yield is 0.510. (6) The reactants are N1C2C=CC(C(O)=O)=CC=2N=C1.C[C@@]12C3C=CC=CC=3CC[C@@H]1NCCC2.C[C@]12C3C=CC=CC=3CC[C@@H]1NCCC2.[NH:43]1[C:47]2[CH:48]=[CH:49][C:50]([C:52]([N:54]3[C@@H:63]4[C@@:58]([CH3:68])([C:59]5[CH:67]=[CH:66][CH:65]=[CH:64][C:60]=5[CH2:61][CH2:62]4)[CH2:57][CH2:56][CH2:55]3)=[O:53])=[CH:51][C:46]=2[N:45]=[CH:44]1. No catalyst specified. The product is [NH:43]1[C:47]2[CH:48]=[CH:49][C:50]([C:52]([N:54]3[C@@H:63]4[C@:58]([CH3:68])([C:59]5[CH:67]=[CH:66][CH:65]=[CH:64][C:60]=5[CH2:61][CH2:62]4)[CH2:57][CH2:56][CH2:55]3)=[O:53])=[CH:51][C:46]=2[N:45]=[CH:44]1. The yield is 0.150.